From a dataset of Peptide-MHC class II binding affinity with 134,281 pairs from IEDB. Regression. Given a peptide amino acid sequence and an MHC pseudo amino acid sequence, predict their binding affinity value. This is MHC class II binding data. (1) The peptide sequence is GELQIVDKIDAAFKI. The MHC is HLA-DPA10201-DPB10501 with pseudo-sequence HLA-DPA10201-DPB10501. The binding affinity (normalized) is 0.346. (2) The peptide sequence is EHYTVLFSDLANSHQ. The MHC is DRB5_0101 with pseudo-sequence DRB5_0101. The binding affinity (normalized) is 0.561. (3) The peptide sequence is GSDEKNLALSIKYNK. The MHC is DRB1_0701 with pseudo-sequence DRB1_0701. The binding affinity (normalized) is 0.438. (4) The peptide sequence is AFKVAWTAANAAPAN. The MHC is DRB1_1001 with pseudo-sequence DRB1_1001. The binding affinity (normalized) is 0.907. (5) The peptide sequence is GSMAKKGDEQKLRSA. The MHC is DRB5_0101 with pseudo-sequence DRB5_0101. The binding affinity (normalized) is 0.309.